The task is: Predict the reaction yield, written as a fraction of the theoretical maximum amount of product (1.0 means a 100% yield; for example, 0.34 means a 34% yield).. This data is from Reaction yield outcomes from USPTO patents with 853,638 reactions. (1) The reactants are [CH3:1][CH:2]([OH:7])[CH2:3][CH:4]([OH:6])[CH3:5].N1C=C[CH:11]=[CH:10][CH:9]=1.[C:14](Cl)(=[O:21])[C:15]1[CH:20]=[CH:19][CH:18]=[CH:17][CH:16]=1.[CH2:23]1[CH2:27][O:26][CH2:25][CH2:24]1. No catalyst specified. The product is [C:14]([O:6][CH:4]([CH2:3][CH:2]([O:7][C:25](=[O:26])[C:24]1[CH:23]=[CH:27][CH:11]=[CH:10][CH:9]=1)[CH3:1])[CH3:5])(=[O:21])[C:15]1[CH:20]=[CH:19][CH:18]=[CH:17][CH:16]=1. The yield is 0.950. (2) The reactants are [H-].[Na+].[NH:3]1[C:11]2[C:6](=[CH:7][C:8]([C:12]([OH:14])=[O:13])=[CH:9][CH:10]=2)[CH:5]=[C:4]1[C:15]([OH:17])=[O:16].[CH2:18](Br)[CH2:19][CH2:20][CH2:21][CH2:22][CH2:23][CH2:24][CH3:25]. The catalyst is CN(C=O)C. The product is [CH2:18]([N:3]1[C:11]2[C:6](=[CH:7][C:8]([C:12]([OH:14])=[O:13])=[CH:9][CH:10]=2)[CH:5]=[C:4]1[C:15]([OH:17])=[O:16])[CH2:19][CH2:20][CH2:21][CH2:22][CH2:23][CH2:24][CH3:25]. The yield is 0.730. (3) The reactants are [Cl-].[Al+3].[Cl-].[Cl-].[C:5]1(=[O:15])[C:14]2[C:9](=[CH:10][CH:11]=[CH:12][CH:13]=2)[CH2:8][CH2:7][CH2:6]1.[Br:16]Br.Cl. The catalyst is O. The product is [Br:16][C:10]1[CH:11]=[CH:12][CH:13]=[C:14]2[C:9]=1[CH2:8][CH2:7][CH2:6][C:5]2=[O:15].[Br:16][C:12]1[CH:13]=[C:14]2[C:9]([CH2:8][CH2:7][CH2:6][C:5]2=[O:15])=[CH:10][CH:11]=1. The yield is 0.510. (4) The reactants are [F:1][C:2]1[CH:3]=[C:4]2[C:8](=[CH:9][CH:10]=1)[NH:7][C:6](=[O:11])[C:5]2=[C:12]1[C:20]2[C:15](=[CH:16][C:17]([CH2:21][CH2:22]COS(C)(=O)=O)=[CH:18][CH:19]=2)[CH:14]([CH3:29])[O:13]1.[CH3:30][NH:31][CH3:32].[CH2:33]1COCC1. The catalyst is C1COCC1.CCOC(C)=O. The product is [CH3:30][N:31]([CH3:33])[CH2:32][CH2:22][CH2:21][C:17]1[CH:16]=[C:15]2[C:20](=[CH:19][CH:18]=1)[C:12](=[C:5]1[C:4]3[C:8](=[CH:9][CH:10]=[C:2]([F:1])[CH:3]=3)[NH:7][C:6]1=[O:11])[O:13][CH:14]2[CH3:29]. The yield is 0.670. (5) The reactants are [Cl:1][C:2]1[C:7]([N:8]2[CH2:12][CH2:11][CH2:10][CH2:9]2)=[CH:6][C:5]([NH2:13])=[C:4]([N+:14]([O-])=O)[CH:3]=1.Cl[Sn]Cl.O.[CH:21](O)=O. No catalyst specified. The product is [Cl:1][C:2]1[C:7]([N:8]2[CH2:12][CH2:11][CH2:10][CH2:9]2)=[CH:6][C:5]2[N:13]=[CH:21][NH:14][C:4]=2[CH:3]=1. The yield is 0.700. (6) The reactants are Br[C:2]1[CH:7]=[CH:6][C:5]([CH3:8])=[CH:4][C:3]=1[N+:9]([O-:11])=[O:10].C1(B(O)[OH:19])C=CC=CC=1.[CH:21]1([NH:27][CH:28]2[CH2:33]CCCC2)[CH2:26][CH2:25][CH2:24][CH2:23][CH2:22]1.CCCCCCCCCCC. The catalyst is C1(C)C=CC=CC=1. The product is [CH3:8][C:5]1[CH:6]=[CH:7][C:2]([C:23]2[CH:24]=[CH:25][CH:26]=[C:21]([NH:27][C:28](=[O:19])[CH3:33])[CH:22]=2)=[C:3]([N+:9]([O-:11])=[O:10])[CH:4]=1. The yield is 0.420. (7) The reactants are [C:1]([O:5][C:6]([N:8]1[CH2:12][CH2:11][C@@H:10]([N:13]2[C:21](=O)[C:20]3[C:15](=[CH:16][CH:17]=[C:18]([Cl:23])[CH:19]=3)[C:14]2=O)[CH2:9]1)=[O:7])([CH3:4])([CH3:3])[CH3:2].[H-].[H-].[H-].[H-].[Li+].[Al+3].[Al+3].[Cl-].[Cl-].[Cl-]. The catalyst is CCOCC. The product is [C:1]([O:5][C:6]([N:8]1[CH2:12][CH2:11][C@@H:10]([N:13]2[CH2:21][C:20]3[C:15](=[CH:16][CH:17]=[C:18]([Cl:23])[CH:19]=3)[CH2:14]2)[CH2:9]1)=[O:7])([CH3:4])([CH3:2])[CH3:3]. The yield is 0.410. (8) The reactants are [CH3:1][N:2]1[C:10]2[C:5](=[CH:6][CH:7]=[CH:8][C:9]=2[CH2:11][C:12]([NH2:14])=[O:13])[CH:4]=[CH:3]1.[C:15]([C:17]1[CH:18]=[C:19]2[C:23](=[CH:24][CH:25]=1)[NH:22][CH:21]=[C:20]2[C:26](=O)[C:27](OC)=[O:28])#[N:16].CC(C)([O-])C.[K+].C1COCC1. The catalyst is CN(C=O)C. The product is [C:15]([C:17]1[CH:18]=[C:19]2[C:23](=[CH:24][CH:25]=1)[NH:22][CH:21]=[C:20]2[C:26]1[C:27](=[O:28])[NH:14][C:12](=[O:13])[C:11]=1[C:9]1[CH:8]=[CH:7][CH:6]=[C:5]2[C:10]=1[N:2]([CH3:1])[CH:3]=[CH:4]2)#[N:16]. The yield is 0.0740. (9) The reactants are Cl.[CH3:2][S:3][C:4]1[CH:9]=[CH:8][CH:7]=[CH:6][C:5]=1[NH:10][NH2:11].[C:12](=N)([C:19]1[CH:24]=[CH:23][CH:22]=[CH:21][CH:20]=1)[C:13]1[CH:18]=[CH:17][CH:16]=[CH:15][CH:14]=1.CCOCC.O. The catalyst is CN(C)C=O. The product is [CH3:2][S:3][C:4]1[CH:9]=[CH:8][CH:7]=[CH:6][C:5]=1[NH:10][N:11]=[C:12]([C:13]1[CH:18]=[CH:17][CH:16]=[CH:15][CH:14]=1)[C:19]1[CH:24]=[CH:23][CH:22]=[CH:21][CH:20]=1. The yield is 0.180. (10) The reactants are Br[CH2:2][C:3]1[CH:4]=[CH:5][C:6]([Cl:12])=[C:7]([CH:11]=1)[C:8]([O-:10])=[O:9].[CH2:13]([NH:15][CH2:16][CH3:17])[CH3:14].[C:18](=O)([O-])[O-].[K+].[K+]. The catalyst is CC(C)=O. The product is [Cl:12][C:6]1[CH:5]=[CH:4][C:3]([CH2:2][N:15]([CH2:16][CH3:17])[CH2:13][CH3:14])=[CH:11][C:7]=1[C:8]([O:10][CH3:18])=[O:9]. The yield is 0.990.